Dataset: Reaction yield outcomes from USPTO patents with 853,638 reactions. Task: Predict the reaction yield, written as a fraction of the theoretical maximum amount of product (1.0 means a 100% yield; for example, 0.34 means a 34% yield). The yield is 0.200. The reactants are [H-].[Na+].[CH3:3][S:4]([NH2:7])(=[O:6])=[O:5].[CH2:8]([C@@H:15]1[CH2:19][O:18][C:17](=[O:20])[N:16]1[C:21]1[CH:22]=[C:23]([CH:27]2[C:36]([CH3:38])([CH3:37])[CH2:35][C:34]3[C:29](=[CH:30][CH:31]=[C:32]([C:39](O)=[O:40])[CH:33]=3)[NH:28]2)[CH:24]=[CH:25][CH:26]=1)[C:9]1[CH:14]=[CH:13][CH:12]=[CH:11][CH:10]=1.C(N1C=CN=C1)(N1C=CN=C1)=O. The catalyst is CN(C)C=O. The product is [CH2:8]([C@@H:15]1[CH2:19][O:18][C:17](=[O:20])[N:16]1[C:21]1[CH:22]=[C:23]([CH:27]2[C:36]([CH3:38])([CH3:37])[CH2:35][C:34]3[C:29](=[CH:30][CH:31]=[C:32]([C:39]([NH:7][S:4]([CH3:3])(=[O:6])=[O:5])=[O:40])[CH:33]=3)[NH:28]2)[CH:24]=[CH:25][CH:26]=1)[C:9]1[CH:14]=[CH:13][CH:12]=[CH:11][CH:10]=1.